Dataset: Full USPTO retrosynthesis dataset with 1.9M reactions from patents (1976-2016). Task: Predict the reactants needed to synthesize the given product. Given the product [F:22][S:23]([F:34])([F:35])([F:36])([F:37])[C:24]1[CH:25]=[CH:26][C:27]([CH2:28][NH:29][C:30](=[S:31])[NH:1][CH2:2][C:3]2[CH:8]=[CH:7][C:6]([NH:9][S:10]([CH3:13])(=[O:12])=[O:11])=[C:5]([F:14])[CH:4]=2)=[CH:32][CH:33]=1, predict the reactants needed to synthesize it. The reactants are: [NH2:1][CH2:2][C:3]1[CH:8]=[CH:7][C:6]([NH:9][S:10]([CH3:13])(=[O:12])=[O:11])=[C:5]([F:14])[CH:4]=1.C(N(CC)CC)C.[F:22][S:23]([F:37])([F:36])([F:35])([F:34])[C:24]1[CH:33]=[CH:32][C:27]([CH2:28][N:29]=[C:30]=[S:31])=[CH:26][CH:25]=1.